From a dataset of Drug-target binding data from BindingDB using IC50 measurements. Regression. Given a target protein amino acid sequence and a drug SMILES string, predict the binding affinity score between them. We predict pIC50 (pIC50 = -log10(IC50 in M); higher means more potent). Dataset: bindingdb_ic50. (1) The small molecule is FC(F)(F)c1cc(-c2nnc(CCCCc3ccc4cccnc4n3)o2)ccc1Cl. The target protein (Q6IYF9) has sequence MAQNLSCENWLALENILKKYYLSAFYGIEFIVGMLGNFTVVFGYLFCMKNWNSSNVYLFNLSISDLAFLCTLPMLIRSYATGNWTYGDVLCISNRYVLHANLYTSILFLTFISIDRYLLMKFPFREHILQKKEFAILISLAVWVLVTLEVLPMLTFITSTPIEKGDSCVDYASSGNPKYSLIYSLCLTLLGFLIPLSVMCFFYYKMVVFLKKRSQQQATVLSLNKPLRLVVLAVVIFSVLFTPYHIMRNVRIASRLDSWPQGCSQKAIKCLYILTRPLAFLNSAVNPIFYFLVGDHFRDMLFSKLRQYFKSLTSFRL. The pIC50 is 6.4. (2) The drug is CC(C)C[C@H](NC(=O)[C@H](CC(=O)O)NC(=O)[C@H](CC(N)=O)NC(=O)[C@@H](NC(=O)[C@@H](NC(=O)[C@H](C)NC(=O)CNC(=O)[C@H](C)NC(=O)CCc1ccc(O)cc1)C(C)C)C(C)C)C(=O)O. The target protein (P08543) has sequence MASRPAASSPVEARAPVGGQEAGGPSAATQGEAAGAPLAHGHHVYCQRVNGVMVLSDKTPGSASYRISDNNFVQCGSNCTMIIDGDVVRGRPQDPGAAASPAPFVAVTNIGAGSDGGTAVVAFGGTPRRSAGTSTGTQTADVPTEALGGPPPPPRFTLGGGCCSCRDTRRRSAVFGGEGDPVGPAEFVSDDRSSDSDSDDSEDTDSETLSHASSDVSGGATYDDALDSDSSSDDSLQIDGPVCRPWSNDTAPLDVCPGTPGPGADAGGPSAVDPHAPTPEAGAGLAADPAVARDDAEGLSDPRPRLGTGTAYPVPLELTPENAEAVARFLGDAVNREPALMLEYFCRCAREETKRVPPRTFGSPPRLTEDDFGLLNYALVEMQRLCLDVPPVPPNAYMPYYLREYVTRLVNGFKPLVSRSARLYRILGVLVHLRIRTREASFEEWLRSKEVALDFGLTERLREHEAQLVILAQALDHYDCLIHSTPHTLVERGLQSALKY.... The pIC50 is 4.5. (3) The drug is N[C@@H](CC(=O)N1CCn2c(nnc2C(F)(F)F)C1)Cc1cc(F)c(F)cc1F. The target protein (P28843) has sequence MKTPWKVLLGLLGVAALVTIITVPIVLLSKDEAAADSRRTYSLADYLKSTFRVKSYSLWWVSDFEYLYKQENNILLLNAEHGNSSIFLENSTFESFGYHSVSPDRLFVLLEYNYVKQWRHSYTASYNIYDVNKRQLITEEKIPNNTQWITWSPEGHKLAYVWKNDIYVKVEPHLPSHRITSTGEENVIYNGITDWVYEEEVFGAYSALWWSPNNTFLAYAQFNDTGVPLIEYSFYSDESLQYPKTVWIPYPKAGAVNPTVKFFIVNIDSLSSSSSAAPIQIPAPASVARGDHYLCDVVWATEERISLQWLRRIQNYSVMAICDYDKINLTWNCPSEQQHVEMSTTGWVGRFRPAEPHFTSDGSSFYKIISDKDGYKHICHFPKDKKDCTFITKGAWEVISIEALTSDYLYYISNQYKEMPGGRNLYKIQLTDHTNVKCLSCDLNPERCQYYAVSFSKEAKYYQLGCWGPGLPLYTLHRSTDHKELRVLEDNSALDRMLQD.... The pIC50 is 7.3. (4) The drug is C[N+](C)(CC#CCOC1=NOCC1)CCCCCC[N+](C)(C)CCCN1C(=O)c2cccc3cccc(c23)C1=O. The target protein (P09660) has sequence MTMALLGTLLLLALFGRSQGKNEELSLYHHLFDNYDPECRPVRRPEDTVTITLKVTLTNLISLNEKEETLTTSVWIGIEWQDYRLNFSKDDFAGVEILRVPSEHVWLPEIVLENNIDGQFGVAYDCNVLVYEGGSVSWLPPAIYRSTCAVEVTYFPFDWQNCSLIFRSQTYNAEEVELIFAVDDDGNAINKIDIDTAAFTENGEWAIDYCPGMIRHYEGGSTEDPGETDVIYTLIIRRKPLFYVINIIVPCVLISGLVLLAYFLPAQAGGQKCTVSINVLLAQTVFLFLIAQKIPETSLSVPLLGRYLIFVMVVATLIVMNCVIVLNVSLRTPTTHATSPRLRQILLELLPRLLGLSPPPEDPGAASPARRASSVGILLRAEELILKKPRSELVFEGQRHRHGTWTAAALCQNLGAAAPEVRCCVDAVNFVAESTRDQEATGEELSDWVRMGKALDNVCFWAALVLFSVGSTLIFLGGYFNQVPDLPYPPCIQP. The pIC50 is 5.0.